From a dataset of Reaction yield outcomes from USPTO patents with 853,638 reactions. Predict the reaction yield, written as a fraction of the theoretical maximum amount of product (1.0 means a 100% yield; for example, 0.34 means a 34% yield). (1) The yield is 0.860. The product is [CH3:35][N:36]([CH3:49])[CH2:37][CH2:21][C@H:17]([NH:16][C:14]([C:13]1[CH:12]=[C:11]2[C:7]([CH:8]=[N:9][N:10]2[CH2:26][CH:27]([CH3:28])[CH3:29])=[CH:6][C:5]=1[O:4][C:3]1[CH:30]=[CH:31][C:32]([F:34])=[CH:33][C:2]=1[F:1])=[O:15])[C:18](=[O:19])[N:40]([CH3:41])[CH3:39]. The catalyst is ClCCl. The reactants are [F:1][C:2]1[CH:33]=[C:32]([F:34])[CH:31]=[CH:30][C:3]=1[O:4][C:5]1[CH:6]=[C:7]2[C:11](=[CH:12][C:13]=1[C:14]([NH:16][C@@H:17]([CH2:21]CN(C)C)[C:18](O)=[O:19])=[O:15])[N:10]([CH2:26][CH:27]([CH3:29])[CH3:28])[N:9]=[CH:8]2.[CH3:35][NH:36][CH3:37].C[CH2:39][N:40]=[C:41]=NCCCN(C)C.[CH:49]1C=CC2N(O)N=NC=2C=1.CCN(C(C)C)C(C)C. (2) The reactants are [Cl:1][C:2]1[CH:10]=[CH:9][C:8]2[NH:7][C:6]3[CH2:11][CH2:12][N:13]([CH3:15])[CH2:14][C:5]=3[C:4]=2[CH:3]=1.C(=O)([O-])[O-].[K+].[K+].N1C2C(=CC=C3C=2N=CC=C3)C=CC=1.Br[C:37]#[C:38][Si:39]([CH:46]([CH3:48])[CH3:47])([CH:43]([CH3:45])[CH3:44])[CH:40]([CH3:42])[CH3:41]. The catalyst is C1(C)C=CC=CC=1.O.S([O-])([O-])(=O)=O.[Cu+2]. The product is [Cl:1][C:2]1[CH:10]=[CH:9][C:8]2[N:7]([C:37]#[C:38][Si:39]([CH:40]([CH3:42])[CH3:41])([CH:46]([CH3:48])[CH3:47])[CH:43]([CH3:45])[CH3:44])[C:6]3[CH2:11][CH2:12][N:13]([CH3:15])[CH2:14][C:5]=3[C:4]=2[CH:3]=1. The yield is 0.440.